Predict the reaction yield, written as a fraction of the theoretical maximum amount of product (1.0 means a 100% yield; for example, 0.34 means a 34% yield). From a dataset of Reaction yield outcomes from USPTO patents with 853,638 reactions. (1) The reactants are [C:1]([C:4]1[CH:20]=[CH:19][C:7]([O:8][C:9]2[CH:10]=[CH:11][C:12]3[B:16]([OH:17])[O:15][CH2:14][C:13]=3[CH:18]=2)=[C:6]([OH:21])[CH:5]=1)([OH:3])=[O:2].S(=O)(=O)(O)O.O.[CH2:28](O)[CH3:29]. No catalyst specified. The product is [CH2:28]([O:2][C:1]([C:4]1[CH:20]=[CH:19][C:7]([O:8][C:9]2[CH:10]=[CH:11][C:12]3[B:16]([OH:17])[O:15][CH2:14][C:13]=3[CH:18]=2)=[C:6]([OH:21])[CH:5]=1)=[O:3])[CH3:29]. The yield is 0.770. (2) The reactants are [F:1][C:2]1[C:3]([CH3:17])=[N:4][C:5]2[C:10]([CH:11]=1)=[CH:9][CH:8]=[C:7]([O:12][CH2:13][CH2:14][O:15][CH3:16])[CH:6]=2.[O:18]1CCOCC1. The yield is 0.970. The catalyst is O. The product is [F:1][C:2]1[C:3]([CH:17]=[O:18])=[N:4][C:5]2[C:10]([CH:11]=1)=[CH:9][CH:8]=[C:7]([O:12][CH2:13][CH2:14][O:15][CH3:16])[CH:6]=2. (3) The reactants are [NH2:1][C:2]1[N:10]=[CH:9][N:8]=[C:7]2[C:3]=1[N:4]=[CH:5][N:6]2[CH:11]1[O:15][C:14]([CH2:18][OH:19])([CH:16]=[CH2:17])[CH:13]([O:20]CC2C=CC=CC=2)[CH2:12]1.C(O)=O. The catalyst is CO.[Pd]. The product is [NH2:1][C:2]1[N:10]=[CH:9][N:8]=[C:7]2[C:3]=1[N:4]=[CH:5][N:6]2[CH:11]1[O:15][C:14]([CH2:16][CH3:17])([CH2:18][OH:19])[CH:13]([OH:20])[CH2:12]1. The yield is 0.630. (4) The reactants are [CH3:1][C:2]1[C:6]([CH3:7])=[C:5]([NH:8][C:9](=[O:16])OCC(Cl)(Cl)Cl)[O:4][N:3]=1.[F:17][C:18]1[CH:19]=[C:20]([C:24]2[CH:29]=[C:28]([N:30]3[CH2:35][CH2:34][NH:33][CH2:32][CH2:31]3)[N:27]=[CH:26][N:25]=2)[CH:21]=[CH:22][CH:23]=1. The product is [F:17][C:18]1[CH:19]=[C:20]([C:24]2[N:25]=[CH:26][N:27]=[C:28]([N:30]3[CH2:31][CH2:32][N:33]([C:9]([NH:8][C:5]4[O:4][N:3]=[C:2]([CH3:1])[C:6]=4[CH3:7])=[O:16])[CH2:34][CH2:35]3)[CH:29]=2)[CH:21]=[CH:22][CH:23]=1. The catalyst is C(OCC)(=O)C.CCCCCC. The yield is 0.460. (5) The reactants are Cl.[Cl:2][C:3]1[CH:23]=[CH:22][C:6]([C:7]([N:9]([C:13]2[CH:18]=[CH:17][C:16]([O:19][CH3:20])=[C:15]([F:21])[CH:14]=2)[N:10]=CC)=[O:8])=[CH:5][CH:4]=1. The catalyst is C1(C)C=CC=CC=1.CO. The product is [ClH:2].[Cl:2][C:3]1[CH:23]=[CH:22][C:6]([C:7]([N:9]([C:13]2[CH:18]=[CH:17][C:16]([O:19][CH3:20])=[C:15]([F:21])[CH:14]=2)[NH2:10])=[O:8])=[CH:5][CH:4]=1. The yield is 0.700.